This data is from Full USPTO retrosynthesis dataset with 1.9M reactions from patents (1976-2016). The task is: Predict the reactants needed to synthesize the given product. (1) Given the product [CH3:25][O:24][C:16]1[C:17]([O:22][CH3:23])=[C:18]2[C:13]([CH2:12][O:21][C:19]2=[O:20])=[CH:14][CH:15]=1, predict the reactants needed to synthesize it. The reactants are: CN1[C@@H]([C@H:12]2[O:21][C:19](=[O:20])[C:18]3[C:17]([O:22][CH3:23])=[C:16]([O:24][CH3:25])[CH:15]=[CH:14][C:13]2=3)C2C(OC)=C3OCOC3=CC=2CC1.[F-].FF. (2) Given the product [CH3:34][N:29]1[C:28]2[N:27]([CH3:35])[C:26]3[CH:36]=[CH:37][CH:38]=[CH:39][C:25]=3[N:24]([C:22]([C:19]3[CH:20]=[CH:21][C:16]([CH2:15][CH2:14][C:13]([OH:41])=[O:12])=[C:17]([CH3:40])[CH:18]=3)=[O:23])[CH2:33][C:32]=2[CH:31]=[N:30]1, predict the reactants needed to synthesize it. The reactants are: FC(F)(F)C(O)=O.C([O:12][C:13](=[O:41])[CH2:14][CH2:15][C:16]1[CH:21]=[CH:20][C:19]([C:22]([N:24]2[CH2:33][C:32]3[CH:31]=[N:30][N:29]([CH3:34])[C:28]=3[N:27]([CH3:35])[C:26]3[CH:36]=[CH:37][CH:38]=[CH:39][C:25]2=3)=[O:23])=[CH:18][C:17]=1[CH3:40])(C)(C)C. (3) Given the product [N:22]1([C:27]2[CH:28]=[C:29]([NH:30][C:11]([C:9]3[CH2:8][CH2:7][O:6][C:5]4[CH:14]=[CH:15][C:2]([I:1])=[CH:3][C:4]=4[CH:10]=3)=[O:13])[CH:31]=[CH:32][CH:33]=2)[CH:26]=[CH:25][N:24]=[CH:23]1, predict the reactants needed to synthesize it. The reactants are: [I:1][C:2]1[CH:15]=[CH:14][C:5]2[O:6][CH2:7][CH2:8][C:9]([C:11]([OH:13])=O)=[CH:10][C:4]=2[CH:3]=1.C(Cl)(=O)C(Cl)=O.[N:22]1([C:27]2[CH:28]=[C:29]([CH:31]=[CH:32][CH:33]=2)[NH2:30])[CH:26]=[CH:25][N:24]=[CH:23]1. (4) Given the product [CH3:39][O:38][C:32]1[CH:31]=[C:30]([CH:35]=[C:34]([O:36][CH3:37])[CH:33]=1)[CH2:29][NH:28][C:26](=[O:27])[CH:22]([CH3:21])[C:23]([NH:1][CH:2]1[C:3](=[O:20])[N:4]([CH3:19])[C:5]2[CH:18]=[CH:17][CH:16]=[CH:15][C:6]=2[C:7]([C:9]2[CH:14]=[CH:13][CH:12]=[CH:11][CH:10]=2)=[N:8]1)=[O:24], predict the reactants needed to synthesize it. The reactants are: [NH2:1][CH:2]1[N:8]=[C:7]([C:9]2[CH:14]=[CH:13][CH:12]=[CH:11][CH:10]=2)[C:6]2[CH:15]=[CH:16][CH:17]=[CH:18][C:5]=2[N:4]([CH3:19])[C:3]1=[O:20].[CH3:21][CH:22]([C:26]([NH:28][CH2:29][C:30]1[CH:35]=[C:34]([O:36][CH3:37])[CH:33]=[C:32]([O:38][CH3:39])[CH:31]=1)=[O:27])[C:23](O)=[O:24]. (5) Given the product [ClH:21].[CH3:1][S:2][C:3]1([C:16]([O:18][CH2:19][CH3:20])=[O:17])[CH2:8][CH2:7][NH:6][CH2:5][CH2:4]1, predict the reactants needed to synthesize it. The reactants are: [CH3:1][S:2][C:3]1([C:16]([O:18][CH2:19][CH3:20])=[O:17])[CH2:8][CH2:7][N:6](C(OC(C)(C)C)=O)[CH2:5][CH2:4]1.[ClH:21].O1CCOCC1. (6) Given the product [F:10][C:9]([F:11])([F:12])[C:7]1[CH:6]=[C:5]([C:13]2[N:17]=[CH:16][N:15](/[CH:18]=[CH:19]\[C:20]([NH:35][NH:34][C:32](=[O:33])[CH2:31][C:26]3[CH:27]=[N:28][CH:29]=[CH:30][N:25]=3)=[O:22])[N:14]=2)[CH:4]=[C:3]([C:2]([F:24])([F:1])[F:23])[CH:8]=1, predict the reactants needed to synthesize it. The reactants are: [F:1][C:2]([F:24])([F:23])[C:3]1[CH:4]=[C:5]([C:13]2[N:17]=[CH:16][N:15](/[CH:18]=[CH:19]\[C:20]([OH:22])=O)[N:14]=2)[CH:6]=[C:7]([C:9]([F:12])([F:11])[F:10])[CH:8]=1.[N:25]1[CH:30]=[CH:29][N:28]=[CH:27][C:26]=1[CH2:31][C:32]([NH:34][NH2:35])=[O:33].C(P1(=O)OP(CCC)(=O)OP(CCC)(=O)O1)CC.CCN(C(C)C)C(C)C. (7) Given the product [CH3:1][C:2]1[C:7]([O:8][CH2:10][C:11]2[CH:16]=[CH:15][CH:14]=[CH:13][CH:12]=2)=[CH:6][CH:5]=[C:4]([I:9])[N:3]=1, predict the reactants needed to synthesize it. The reactants are: [CH3:1][C:2]1[C:7]([OH:8])=[CH:6][CH:5]=[C:4]([I:9])[N:3]=1.[CH2:10](Br)[C:11]1[CH:16]=[CH:15][CH:14]=[CH:13][CH:12]=1.C(=O)([O-])[O-].[K+].[K+].